Dataset: Experimentally validated miRNA-target interactions with 360,000+ pairs, plus equal number of negative samples. Task: Binary Classification. Given a miRNA mature sequence and a target amino acid sequence, predict their likelihood of interaction. (1) The miRNA is hsa-miR-544a with sequence AUUCUGCAUUUUUAGCAAGUUC. The protein sequence of the target gene is MVLWILWRPFGFSGRFLKLESHSITESKSLIPVAWTSLTQMLLEAPGIFLLGQRKRFSTMPETETHERETELFSPPSDVRGMTKLDRTAFKKTVNIPVLKVRKEIVSKLMRSLKRAALQRPGIRRVIEDPEDKESRLIMLDPYKIFTHDSFEKAELSVLEQLNVSPQISKYNLELTYEHFKSEEILRAVLPEGQDVTSGFSRIGHIAHLNLRDHQLSFKHLIGQVMIDKNPGITSAVNKINNIDNMYRNFQMEVLSGEQNMMTKVRENNYTYEFDFSKVYWNPRLSTEHSRITELLKPGD.... Result: 1 (interaction). (2) The miRNA is hsa-miR-335-5p with sequence UCAAGAGCAAUAACGAAAAAUGU. The protein sequence of the target gene is MSGPGTAAVALLPAVLLALLAPWAGRGGAAAPTAPNGTLEAELERRWESLVALSLARLPVAAQPKEAAVQSGAGDYLLGIKRLRRLYCNVGIGFHLQALPDGRIGGAHADTRDSLLELSPVERGVVSIFGVASRFFVAMSSKGKLYGSPFFTDECTFKEILLPNNYNAYESYKYPGMFIALSKNGKTKKGNRVSPTMKVTHFLPRL. Result: 1 (interaction). (3) The miRNA is hsa-miR-8061 with sequence CUUAGAUUAGAGGAUAUUGUU. The protein sequence of the target gene is MSRPVRNRKVVDYSQFQESDDADEDYGRDSGPPAKKIRSSPREAKNKRRSGKNSQEDSEDSEEKDVKTKKDDSHSAEDSEDEKDDHKNVRQQRQAASKAASKQREMLLEDVGSEEEPEEDDEAPFQEKDSGSDEDFLMEDDDDSDYGSSKKKNKKMVKKSKPERKEKKMPKPRLKATVTPSPVKGKAKVGRPTASKKSKEKTPSPKEEDEEAESPPEKKSGDEGSEDEASSGED. Result: 0 (no interaction). (4) The miRNA is hsa-miR-92b-3p with sequence UAUUGCACUCGUCCCGGCCUCC. The protein sequence of the target gene is MAQQANVGELLAMLDSPMLGVRDDVTAVFKENLNSDRGPMLVNTLVDYYLETSSQPALHILTTLQEPHDKHLLDRINEYVGKAATRLSILSLLGHVIRLQPSWKHKLSQAPLLPSLLKCLKMDTDVVVLTTGVLVLITMLPMIPQSGKQHLLDFFDIFGRLSSWCLKKPGHVAEVYLVHLHASVYALFHRLYGMYPCNFVSFLRSHYSMKENLETFEEVVKPMMEHVRIHPELVTGSKDHELDPRRWKRLETHDVVIECAKISLDPTEASYEDGYSVSHQISARFPHRSADVTTSPYADT.... Result: 1 (interaction). (5) The miRNA is mmu-miR-2861 with sequence GGGGCCUGGCGGCGGGCGG. The protein sequence of the target gene is MIPANASARKGPEGKYPLHYLVWHNRHRELEKEVRAGQVDIEQLDPRGRTPLHLATTLGHLECARVLLAHGADVGRENRSGWTVLQEAVSTRDLELVQLVLRYRDYQRVVKRLAGIPMLLEKLRKAQDFYVEMKWEFTSWVPLVSKICPSDTYKVWKSGQNLRVDTTLLGFDHMTWQRGNRSFVFRGQDTSAVVMEIDHDRRVVYMETLALAGQDRELLLAAAQPSEEQVLSRLTAPVVTTQLDTKNISFERNKTGILGWRSEKTEMVNGYEAKVYGASNVELITRTRTEHLSEQHKGKV.... Result: 0 (no interaction). (6) The miRNA is mmu-miR-6951-5p with sequence UUGUAUUUGUGUGAUUAAAGU. The protein sequence of the target gene is MTIALLGFAIFLLHCATCEKPLEGILSSSAWHFTHSHYNATIYENSSPKTYVESFEKMGIYLAEPQWAVRYRIISGDVANVFKTEEYVVGNFCFLRIRTKSSNTALLNREVRDSYTLIIQATEKTLELEALTRVVVHILDQNDLKPLFSPPSYRVTISEDMPLKSPICKVTATDADLGQNAEFYYAFNTRSEMFAIHPTSGVVTVAGKLNVTWRGKHELQVLAVDRMRKISEGNGFGSLAALVVHVEPALRKPPAIASVVVTPPDSNDGTTYATVLVDANSSGAEVESVEVVGGDPGKHF.... Result: 0 (no interaction). (7) The miRNA is mmu-miR-467a-5p with sequence UAAGUGCCUGCAUGUAUAUGCG. The protein sequence of the target gene is MEPEREGTERHPRKVRESRQAPNKLVGAAEAMKAGWDLEESQPEAKKARLSTILFTDNCEVTHDQLCELLKYAVLGKSNVPKPSWCQLFHQNHLNNVVVFVLQGMSQLHFYRFYLEFGCLRKAFRHKFRLPPPSSDFLADVVGLQTEQRAGDLPKTMEGPLPSNAKAAINLQDDPIIQKYGSKKVGLTRCLLTKEEMRTFHFPLQGFPDCENFLLTKCNGSIADNSPLFGLDCEMCLTSKGRELTRISLVAEGGCCVMDELVKPENKILDYLTSFSGITKKILNPVTTKLKDVQRQLKAL.... Result: 0 (no interaction). (8) The miRNA is hsa-miR-7846-3p with sequence CAGCGGAGCCUGGAGAGAAGG. The protein sequence of the target gene is MSDSTWMSADPHLASSLSPSQDERMRSPQNLHSQEDDDSSSESGSGNGSSTLNPSTSSSTQGDPAFPEMNGNGAVAPMDFTTAAEDQPINLCDKLPPATALGTASYPSDGCGADGLRSRVKYGVKTTPESPPYSSGSYDSIKTEVSGCPEDLTVGRAPTADDDDDDHDDHEDNDKMNDSEGMDPERLKAFNMFVRLFVDENLDRMVPISKQPKEKIQAIIESCSRQFPEFQERARKRIRTYLKSCRRMKKNGMEMTRPTPPHLTSAMAENILAAACESETRKAAKRMRLEIYQSSQDEPI.... Result: 0 (no interaction). (9) The miRNA is mmu-miR-24-3p with sequence UGGCUCAGUUCAGCAGGAACAG. The protein sequence of the target gene is MASKRKSTTPCMIPVKTVVLPGASTEPQPVESLPEGPQQDLPSEAPDASSEAAPNPSSTDGSALANGHRSTLDGYVYCCKECEFRSQDVTHFIGHMNSEHTDFNKDPTFVCTGCSFLAKNPEGLSLHNAKCHSGEASFLWNVTKPDNHVVVEQSVPDSASSSVLAGESTTEGTEIIITKTPIMKIMKGKAEAKKIHMLKENAPNQPGSEALPKPLAGEREVKEGDHTFINGAAPGSQASAKSTKPPPAANGPLIGTVPVLPAGIAQFLSLQQQPPVHAQHHTHQPLPTSKTLPKVMIPLS.... Result: 1 (interaction).